Binary Classification. Given a T-cell receptor sequence (or CDR3 region) and an epitope sequence, predict whether binding occurs between them. From a dataset of TCR-epitope binding with 47,182 pairs between 192 epitopes and 23,139 TCRs. (1) The epitope is ALLADKFPV. The TCR CDR3 sequence is CASSSNDRGTDSPLHF. Result: 0 (the TCR does not bind to the epitope). (2) The epitope is LLWNGPMAV. The TCR CDR3 sequence is CASSNGQNAYEQYF. Result: 1 (the TCR binds to the epitope). (3) The epitope is SFHSLHLLF. The TCR CDR3 sequence is CASSLGSRPGYF. Result: 1 (the TCR binds to the epitope). (4) The epitope is ITEEVGHTDLMAAY. The TCR CDR3 sequence is CASTLGSAGPQFNEQFF. Result: 0 (the TCR does not bind to the epitope).